The task is: Predict which catalyst facilitates the given reaction.. This data is from Catalyst prediction with 721,799 reactions and 888 catalyst types from USPTO. (1) The catalyst class is: 17. Reactant: [SH:1][C:2]1[N:6]([C:7]2[CH:12]=[CH:11][C:10]([CH3:13])=[CH:9][CH:8]=2)[C:5]([C:14]([OH:16])=O)=[CH:4][N:3]=1.Cl.C(N=C=NCCCN(C)C)C.[F:29][C:30]1[CH:36]=[CH:35][C:33]([NH2:34])=[CH:32][CH:31]=1. Product: [F:29][C:30]1[CH:36]=[CH:35][C:33]([NH:34][C:14]([C:5]2[N:6]([C:7]3[CH:8]=[CH:9][C:10]([CH3:13])=[CH:11][CH:12]=3)[C:2]([SH:1])=[N:3][CH:4]=2)=[O:16])=[CH:32][CH:31]=1. (2) Reactant: [NH2:1][C:2]1[N:10]=[C:9]([O:11][C@@H:12]([CH3:16])[CH2:13][CH2:14][CH3:15])[N:8]=[C:7]2[C:3]=1[NH:4][C:5](=[O:28])[N:6]2[CH2:17][CH2:18][CH2:19][CH2:20][CH2:21][N:22]1[CH2:27][CH2:26][CH2:25][CH2:24][CH2:23]1.[C:29]([OH:36])(=[O:35])/[CH:30]=[CH:31]\[C:32]([OH:34])=[O:33]. Product: [C:29]([OH:36])(=[O:35])/[CH:30]=[CH:31]\[C:32]([OH:34])=[O:33].[NH2:1][C:2]1[N:10]=[C:9]([O:11][C@@H:12]([CH3:16])[CH2:13][CH2:14][CH3:15])[N:8]=[C:7]2[C:3]=1[NH:4][C:5](=[O:28])[N:6]2[CH2:17][CH2:18][CH2:19][CH2:20][CH2:21][N:22]1[CH2:23][CH2:24][CH2:25][CH2:26][CH2:27]1. The catalyst class is: 32. (3) Reactant: [CH2:1]([CH:3]1[CH2:12][C:11]2[C:6](=[CH:7][C:8]([CH2:15][CH3:16])=[C:9]([O:13][CH3:14])[CH:10]=2)[CH:5]=[N:4]1)[CH3:2].C(O[CH:20]=[C:21]([C:27](=[O:29])[CH3:28])[C:22]([O:24][CH2:25][CH3:26])=[O:23])C. The catalyst class is: 14. Product: [CH2:1]([CH:3]1[N:4]2[CH:5]([CH2:28][C:27](=[O:29])[C:21]([C:22]([O:24][CH2:25][CH3:26])=[O:23])=[CH:20]2)[C:6]2[CH:7]=[C:8]([CH2:15][CH3:16])[C:9]([O:13][CH3:14])=[CH:10][C:11]=2[CH2:12]1)[CH3:2]. (4) Reactant: [C:1]([O:9]CC)(=[O:8])[CH2:2][C:3](OCC)=O.[H-].[Na+].ClC[C:16]1[CH:17]=[N:18][O:19][C:20]=1[C:21]1[CH:26]=[CH:25][C:24]([C:27]([F:30])([F:29])[F:28])=[CH:23][CH:22]=1.Cl. Product: [F:30][C:27]([F:28])([F:29])[C:24]1[CH:23]=[CH:22][C:21]([C:20]2[O:19][N:18]=[CH:17][C:16]=2[CH2:3][CH2:2][C:1]([OH:9])=[O:8])=[CH:26][CH:25]=1. The catalyst class is: 30. (5) The catalyst class is: 57. Reactant: [NH2:1][C:2]1[N:7]=[C:6]([S:8]([CH3:10])=O)[C:5]([C:11]#[N:12])=[C:4]([N:13]2[CH:17]=[CH:16][C:15]([CH3:18])=[N:14]2)[N:3]=1.SC[CH2:21][C:22]1[CH:27]=[CH:26][CH:25]=[CH:24][N:23]=1.C1CCN2C(=NCCC2)CC1. Product: [NH2:1][C:2]1[N:3]=[C:4]([N:13]2[CH:17]=[CH:16][C:15]([CH3:18])=[N:14]2)[C:5]([C:11]#[N:12])=[C:6]([S:8][CH2:10][CH2:21][C:22]2[CH:27]=[CH:26][CH:25]=[CH:24][N:23]=2)[N:7]=1.